This data is from Forward reaction prediction with 1.9M reactions from USPTO patents (1976-2016). The task is: Predict the product of the given reaction. (1) Given the reactants [CH2:1]([O:3][C:4](=[O:29])[CH2:5][C:6]1[CH:11]=[CH:10][C:9]([O:12][CH3:13])=[C:8]([O:14][C:15]2[CH:20]=[CH:19][C:18]([NH2:21])=[CH:17][C:16]=2[CH2:22][S:23][CH2:24][C:25]([F:28])([F:27])[F:26])[CH:7]=1)[CH3:2].C(N(CC)CC)C.[Cl:37][C:38]1[CH:46]=[CH:45][C:41]([C:42](Cl)=[O:43])=[CH:40][CH:39]=1, predict the reaction product. The product is: [CH2:1]([O:3][C:4](=[O:29])[CH2:5][C:6]1[CH:11]=[CH:10][C:9]([O:12][CH3:13])=[C:8]([O:14][C:15]2[CH:20]=[CH:19][C:18]([NH:21][C:42](=[O:43])[C:41]3[CH:45]=[CH:46][C:38]([Cl:37])=[CH:39][CH:40]=3)=[CH:17][C:16]=2[CH2:22][S:23][CH2:24][C:25]([F:26])([F:27])[F:28])[CH:7]=1)[CH3:2]. (2) Given the reactants Cl.Cl.[O:3]1[C:8]2=[CH:9][CH:10]=[CH:11][C:7]2=[CH:6][C:5]([CH:12]2[CH2:17][CH2:16][CH2:15][CH2:14][N:13]2[CH2:18][CH2:19][C@H:20]2[CH2:25][CH2:24][C@H:23]([NH2:26])[CH2:22][CH2:21]2)=[CH:4]1.[C:27]([O:31][C:32]1[CH:40]=[CH:39][C:35]([C:36](O)=[O:37])=[CH:34][CH:33]=1)([CH3:30])([CH3:29])[CH3:28], predict the reaction product. The product is: [O:3]1[C:8]2=[CH:9][CH:10]=[CH:11][C:7]2=[CH:6][C:5]([CH:12]2[CH2:17][CH2:16][CH2:15][CH2:14][N:13]2[CH2:18][CH2:19][C@H:20]2[CH2:21][CH2:22][C@H:23]([NH:26][C:36](=[O:37])[C:35]3[CH:34]=[CH:33][C:32]([O:31][C:27]([CH3:29])([CH3:28])[CH3:30])=[CH:40][CH:39]=3)[CH2:24][CH2:25]2)=[CH:4]1.